Predict the product of the given reaction. From a dataset of Forward reaction prediction with 1.9M reactions from USPTO patents (1976-2016). (1) Given the reactants [CH:1]([C:3]1[CH:4]=[CH:5][C:6]([C:9]#[N:10])=[N:7][CH:8]=1)=O.[CH3:11][C:12](=O)[CH2:13][C:14](=[O:16])[CH3:15].[F:18][C:19]([F:31])([F:30])[C:20]1[CH:21]=[C:22]([NH:26][C:27]([NH2:29])=[O:28])[CH:23]=[CH:24][CH:25]=1, predict the reaction product. The product is: [C:14]([C:13]1[CH:1]([C:3]2[CH:4]=[CH:5][C:6]([C:9]#[N:10])=[N:7][CH:8]=2)[NH:29][C:27](=[O:28])[N:26]([C:22]2[CH:23]=[CH:24][CH:25]=[C:20]([C:19]([F:30])([F:31])[F:18])[CH:21]=2)[C:12]=1[CH3:11])(=[O:16])[CH3:15]. (2) The product is: [CH2:25]([N:27]([CH2:28][CH3:29])[C:2]1[N:3]=[C:4]([NH:20][CH2:21][CH:22]2[CH2:24][CH2:23]2)[C:5]2[N:6]=[C:7]([NH:17][CH2:18][CH3:19])[N:8]=[C:9]([NH:12][CH2:13][CH:14]3[CH2:16][CH2:15]3)[C:10]=2[N:11]=1)[CH3:26]. Given the reactants Cl[C:2]1[N:3]=[C:4]([NH:20][CH2:21][CH:22]2[CH2:24][CH2:23]2)[C:5]2[N:6]=[C:7]([NH:17][CH2:18][CH3:19])[N:8]=[C:9]([NH:12][CH2:13][CH:14]3[CH2:16][CH2:15]3)[C:10]=2[N:11]=1.[CH2:25]([NH:27][CH2:28][CH3:29])[CH3:26], predict the reaction product. (3) Given the reactants [CH2:1]([Li])[CH2:2][CH2:3]C.[CH:6](NC(C)C)(C)[CH3:7].[C:13]([O:17][C:18]([N:20]1[CH2:28][CH2:27][CH:23]([C:24]([O-:26])=[O:25])[CH2:22][CH2:21]1)=[O:19])([CH3:16])([CH3:15])[CH3:14].C(Br)C=C.[Cl-].[NH4+], predict the reaction product. The product is: [CH2:3]([CH:21]1[CH2:22][CH:23]([C:24]([O:26][CH2:6][CH3:7])=[O:25])[CH2:27][CH2:28][N:20]1[C:18]([O:17][C:13]([CH3:16])([CH3:14])[CH3:15])=[O:19])[CH:2]=[CH2:1]. (4) The product is: [CH3:16][O:20][N:21]([CH3:22])[C:10]([C:2]1[CH:3]=[C:4]2[CH:9]=[CH:8][CH:7]=[CH:6][N:5]2[N:1]=1)=[O:12]. Given the reactants [N:1]1[N:5]2[CH:6]=[CH:7][CH:8]=[CH:9][C:4]2=[CH:3][C:2]=1[C:10]([OH:12])=O.CN([C:16]([O:20][N:21]1N=NC2C=CC=N[C:22]1=2)=[N+](C)C)C.F[P-](F)(F)(F)(F)F.CCN(C(C)C)C(C)C.Cl.CNOC, predict the reaction product. (5) Given the reactants [Cl:1][C:2]1[CH:18]=[CH:17][C:5]2[CH2:6][CH2:7][N:8](C(=O)C(F)(F)F)[CH2:9][CH2:10][C:4]=2[C:3]=1OS(C(F)(F)F)(=O)=O.C(P(C(C)(C)C)C1C=CC=CC=1C1C=CC=CC=1)(C)(C)C.P([O-])([O-])([O-])=O.[K+].[K+].[K+].[CH3:56][C:57]1[O:63][C:60]([CH2:61][NH2:62])=[CH:59][CH:58]=1, predict the reaction product. The product is: [ClH:1].[Cl:1][C:2]1[CH:18]=[CH:17][C:5]2[CH2:6][CH2:7][NH:8][CH2:9][CH2:10][C:4]=2[C:3]=1[NH:62][CH2:61][C:60]1[O:63][C:57]([CH3:56])=[CH:58][CH:59]=1. (6) Given the reactants Br[C:2]1[CH:7]=[CH:6][C:5]([Cl:8])=[CH:4][CH:3]=1.C1(C)C=CC=CC=1.[B:16]([O:25]C(C)C)([O:21]C(C)C)[O:17]C(C)C.C([Li])CCC, predict the reaction product. The product is: [Cl:8][C:5]1[CH:6]=[CH:7][C:2]([O:17][B:16]([OH:25])[OH:21])=[CH:3][CH:4]=1.